From a dataset of Reaction yield outcomes from USPTO patents with 853,638 reactions. Predict the reaction yield, written as a fraction of the theoretical maximum amount of product (1.0 means a 100% yield; for example, 0.34 means a 34% yield). The reactants are [N:1]1[CH:6]=[CH:5][CH:4]=[CH:3][C:2]=1[O:7][CH2:8][C:9]1[CH:16]=[CH:15][C:12]([CH:13]=O)=[CH:11][CH:10]=1.[N+:17]([CH3:20])([O-:19])=[O:18].C([O-])(=O)C.[NH4+].C(O)(=O)C. The catalyst is O. The product is [N+:17](/[CH:20]=[CH:13]/[C:12]1[CH:15]=[CH:16][C:9]([CH2:8][O:7][C:2]2[CH:3]=[CH:4][CH:5]=[CH:6][N:1]=2)=[CH:10][CH:11]=1)([O-:19])=[O:18]. The yield is 0.745.